The task is: Regression. Given a peptide amino acid sequence and an MHC pseudo amino acid sequence, predict their binding affinity value. This is MHC class I binding data.. This data is from Peptide-MHC class I binding affinity with 185,985 pairs from IEDB/IMGT. (1) The peptide sequence is LSDDSGLMV. The MHC is HLA-B08:02 with pseudo-sequence HLA-B08:02. The binding affinity (normalized) is 0.0847. (2) The peptide sequence is KRLLLKLDF. The MHC is HLA-B39:01 with pseudo-sequence HLA-B39:01. The binding affinity (normalized) is 0.0847.